Dataset: Full USPTO retrosynthesis dataset with 1.9M reactions from patents (1976-2016). Task: Predict the reactants needed to synthesize the given product. (1) Given the product [Cl:1][C:2]1[CH:3]=[C:4]([C:9]2[O:13][N:12]=[C:11]([C:14]3[CH:19]=[CH:18][C:17]([CH2:20][CH2:21][C:22]([O:24][C:25]([CH3:28])([CH3:27])[CH3:26])=[O:23])=[CH:16][C:15]=3[CH3:29])[N:10]=2)[CH:5]=[N:6][C:7]=1[O:33][CH:31]([CH3:32])[CH3:30], predict the reactants needed to synthesize it. The reactants are: [Cl:1][C:2]1[CH:3]=[C:4]([C:9]2[O:13][N:12]=[C:11]([C:14]3[CH:19]=[CH:18][C:17]([CH2:20][CH2:21][C:22]([O:24][C:25]([CH3:28])([CH3:27])[CH3:26])=[O:23])=[CH:16][C:15]=3[CH3:29])[N:10]=2)[CH:5]=[N:6][C:7]=1Cl.[CH3:30][CH:31]([OH:33])[CH3:32].C[Si]([N-][Si](C)(C)C)(C)C.[Na+]. (2) Given the product [Cl:21][C:22]1[CH:31]=[CH:30][C:25]2[N:26]([CH2:2][C:3]([N:5]3[CH2:10][CH2:9][N:8]([C:11]4[CH:12]=[CH:13][C:14]([Cl:19])=[C:15]([O:17][CH3:18])[CH:16]=4)[CH2:7][C@@H:6]3[CH3:20])=[O:4])[C:27](=[O:29])[O:28][C:24]=2[CH:23]=1, predict the reactants needed to synthesize it. The reactants are: Cl[CH2:2][C:3]([N:5]1[CH2:10][CH2:9][N:8]([C:11]2[CH:16]=[C:15]([O:17][CH3:18])[C:14]([Cl:19])=[CH:13][CH:12]=2)[CH2:7][C@@H:6]1[CH3:20])=[O:4].[Cl:21][C:22]1[CH:31]=[CH:30][C:25]2[NH:26][C:27](=[O:29])[O:28][C:24]=2[CH:23]=1.C([O-])([O-])=O.[K+].[K+]. (3) Given the product [F:34][C:35]([F:48])([F:47])[S:36]([O:22][C:15]1[C:16]2[C:17](=[O:21])[O:18][CH2:19][C:20]=2[C:8]([O:7][C:1]([O:2][C:3]([CH3:6])([CH3:5])[CH3:4])=[O:27])=[C:9]2[C:14]=1[CH:13]=[C:12]([O:23][CH3:24])[C:11]([O:25][CH3:26])=[CH:10]2)(=[O:38])=[O:37], predict the reactants needed to synthesize it. The reactants are: [C:1](=[O:27])([O:7][C:8]1[C:20]2[CH2:19][O:18][C:17](=[O:21])[C:16]=2[C:15]([OH:22])=[C:14]2[C:9]=1[CH:10]=[C:11]([O:25][CH3:26])[C:12]([O:23][CH3:24])=[CH:13]2)[O:2][C:3]([CH3:6])([CH3:5])[CH3:4].N1C=CC=CC=1.[F:34][C:35]([F:48])([F:47])[S:36](O[S:36]([C:35]([F:48])([F:47])[F:34])(=[O:38])=[O:37])(=[O:38])=[O:37].C(=O)(O)[O-].[Na+]. (4) Given the product [Si:10]([O:24][C@@H:25]([C:39]1[S:40][CH:41]=[CH:42][N:43]=1)[C@H:26]1[CH2:31][CH2:30][CH2:29][N:28]([C:32]([O:34][C:35]([CH3:38])([CH3:36])[CH3:37])=[O:33])[CH2:27]1)([C:6]([CH3:9])([CH3:8])[CH3:7])([C:18]1[CH:23]=[CH:22][CH:21]=[CH:20][CH:19]=1)[C:12]1[CH:17]=[CH:16][CH:15]=[CH:14][CH:13]=1.[Si:10]([O:24][C@H:25]([C:39]1[S:40][CH:41]=[CH:42][N:43]=1)[C@H:26]1[CH2:31][CH2:30][CH2:29][N:28]([C:32]([O:34][C:35]([CH3:38])([CH3:36])[CH3:37])=[O:33])[CH2:27]1)([C:6]([CH3:9])([CH3:8])[CH3:7])([C:18]1[CH:23]=[CH:22][CH:21]=[CH:20][CH:19]=1)[C:12]1[CH:17]=[CH:16][CH:15]=[CH:14][CH:13]=1, predict the reactants needed to synthesize it. The reactants are: N1C=CN=C1.[C:6]([Si:10]([C:18]1[CH:23]=[CH:22][CH:21]=[CH:20][CH:19]=1)([C:12]1[CH:17]=[CH:16][CH:15]=[CH:14][CH:13]=1)Cl)([CH3:9])([CH3:8])[CH3:7].[OH:24][CH:25]([C:39]1[S:40][CH:41]=[CH:42][N:43]=1)[C@H:26]1[CH2:31][CH2:30][CH2:29][N:28]([C:32]([O:34][C:35]([CH3:38])([CH3:37])[CH3:36])=[O:33])[CH2:27]1. (5) The reactants are: [Br:1][C:2]1[CH:29]=[CH:28][C:5]2[C:6]3[N:7]([CH:11]=[C:12]([C:14]([N:16]=[C:17](SC)[NH:18]C(OC(C)(C)C)=O)=O)[N:13]=3)[CH2:8][CH2:9][O:10][C:4]=2[CH:3]=1.Cl.[CH:31]([NH:34][NH2:35])([CH3:33])[CH3:32].CCN(C(C)C)C(C)C. Given the product [Br:1][C:2]1[CH:29]=[CH:28][C:5]2[C:6]3[N:7]([CH:11]=[C:12]([C:14]4[N:34]([CH:31]([CH3:33])[CH3:32])[N:35]=[C:17]([NH2:18])[N:16]=4)[N:13]=3)[CH2:8][CH2:9][O:10][C:4]=2[CH:3]=1, predict the reactants needed to synthesize it. (6) Given the product [O:1]=[C:2]1[C:10]2[C:5](=[CH:6][CH:7]=[CH:8][CH:9]=2)[C:4](=[O:11])[N:3]1[CH2:12][CH2:13][CH2:14][S:15]([Cl:21])(=[O:18])=[O:16], predict the reactants needed to synthesize it. The reactants are: [O:1]=[C:2]1[C:10]2[C:5](=[CH:6][CH:7]=[CH:8][CH:9]=2)[C:4](=[O:11])[N:3]1[CH2:12][CH2:13][CH2:14][S:15]([O-:18])(=O)=[O:16].[K+].P(Cl)(Cl)(Cl)(Cl)[Cl:21].